From a dataset of Forward reaction prediction with 1.9M reactions from USPTO patents (1976-2016). Predict the product of the given reaction. (1) The product is: [O:15]1[CH2:16][CH2:17][O:3][CH:4]1[CH2:5][CH2:6][NH:7][CH2:8][C:28]1[CH:27]=[CH:24][CH:23]=[C:22]([O:21][CH3:20])[CH:29]=1. Given the reactants C([O:3][CH:4]([O:15][CH2:16][CH3:17])[CH2:5][CH2:6][NH:7][C:8](=O)OC(C)(C)C)C.[H-].[Na+].[CH3:20][O:21][C:22]1[CH:23]=[C:24]([CH:27]=[CH:28][CH:29]=1)CBr, predict the reaction product. (2) Given the reactants [CH:1]([C:3]1[Se:7][CH:6]=[C:5]([C:8]([OH:10])=[O:9])[CH:4]=1)=O.[F:11][C:12]1[CH:13]=[C:14]2[C:18](=[CH:19][CH:20]=1)[NH:17][C:16](=[O:21])[CH2:15]2, predict the reaction product. The product is: [F:11][C:12]1[CH:13]=[C:14]2[C:18](=[CH:19][CH:20]=1)[NH:17][C:16](=[O:21])/[C:15]/2=[CH:1]\[C:3]1[Se:7][CH:6]=[C:5]([C:8]([OH:10])=[O:9])[CH:4]=1. (3) Given the reactants [CH3:1][O:2][C:3]1[N:8]=[C:7]([CH2:9][C:10]#N)[C:6]([N+:12]([O-])=O)=[CH:5][CH:4]=1.[H-].[Na+].[I:17][C:18]1[CH:26]=[CH:25][CH:24]=[CH:23][C:19]=1[C:20](Cl)=[O:21].CN([CH:30]=[O:31])C, predict the reaction product. The product is: [I:17][C:18]1[CH:26]=[CH:25][CH:24]=[CH:23][C:19]=1[C:20]([N:12]1[C:6]2[C:7](=[N:8][C:3]([O:2][CH3:1])=[CH:4][CH:5]=2)[C:9]([CH:30]=[O:31])=[CH:10]1)=[O:21]. (4) Given the reactants [F:1][C:2]1[CH:8]=[CH:7][C:5]([NH2:6])=[CH:4][C:3]=1[C:9]([F:12])([F:11])[F:10].C[Al](C)C.C([O:19][C:20]([C:22]1[C:26]2[CH:27]=[CH:28][C:29]([O:31][C:32]3[CH:37]=[CH:36][N:35]=[CH:34][N:33]=3)=[CH:30][C:25]=2[O:24][N:23]=1)=O)C, predict the reaction product. The product is: [F:1][C:2]1[CH:8]=[CH:7][C:5]([NH:6][C:20]([C:22]2[C:26]3[CH:27]=[CH:28][C:29]([O:31][C:32]4[CH:37]=[CH:36][N:35]=[CH:34][N:33]=4)=[CH:30][C:25]=3[O:24][N:23]=2)=[O:19])=[CH:4][C:3]=1[C:9]([F:10])([F:11])[F:12]. (5) Given the reactants C(OC([NH:8][C:9]1[S:10][C:11]2[CH:17]=[C:16]([O:18][S:19]([C:22]3[CH:27]=[CH:26][C:25]([F:28])=[CH:24][CH:23]=3)(=[O:21])=[O:20])[CH:15]=[CH:14][C:12]=2[N:13]=1)=O)(C)(C)C.FC(F)(F)C(O)=O.O, predict the reaction product. The product is: [NH2:8][C:9]1[S:10][C:11]2[CH:17]=[C:16]([O:18][S:19]([C:22]3[CH:27]=[CH:26][C:25]([F:28])=[CH:24][CH:23]=3)(=[O:20])=[O:21])[CH:15]=[CH:14][C:12]=2[N:13]=1. (6) Given the reactants [Cl:1][C:2]1[S:3][C:4]([Cl:8])=[CH:5][C:6]=1[Cl:7].[Cl:9][S:10](O)(=[O:12])=[O:11], predict the reaction product. The product is: [Cl:8][C:4]1[S:3][C:2]([Cl:1])=[C:6]([Cl:7])[C:5]=1[S:10]([Cl:9])(=[O:12])=[O:11].